This data is from CYP2C9 inhibition data for predicting drug metabolism from PubChem BioAssay. The task is: Regression/Classification. Given a drug SMILES string, predict its absorption, distribution, metabolism, or excretion properties. Task type varies by dataset: regression for continuous measurements (e.g., permeability, clearance, half-life) or binary classification for categorical outcomes (e.g., BBB penetration, CYP inhibition). Dataset: cyp2c9_veith. The compound is CSCC[C@@H](C(=O)O)N(C)C. The result is 0 (non-inhibitor).